From a dataset of Forward reaction prediction with 1.9M reactions from USPTO patents (1976-2016). Predict the product of the given reaction. Given the reactants [CH3:1][C:2]([C:4]1[CH:9]=[CH:8][C:7]([N+:10]([O-:12])=[O:11])=[CH:6][CH:5]=1)=[O:3].[CH2:13](O)[CH2:14][OH:15].C1(C)C=CC(S(O)(=O)=O)=CC=1.O, predict the reaction product. The product is: [CH3:1][C:2]1([C:4]2[CH:5]=[CH:6][C:7]([N+:10]([O-:12])=[O:11])=[CH:8][CH:9]=2)[O:15][CH2:14][CH2:13][O:3]1.